From a dataset of Forward reaction prediction with 1.9M reactions from USPTO patents (1976-2016). Predict the product of the given reaction. (1) Given the reactants [OH:1][C:2]1[CH:11]=[C:10]2[C:5]([C:6]([O:12][C:13]3[CH:14]=[CH:15][C:16]([NH:19][C:20]([C:22]4[C:23](=[O:35])[N:24]([C:29]5[CH:34]=[CH:33][CH:32]=[CH:31][CH:30]=5)[N:25]([CH3:28])[C:26]=4[CH3:27])=[O:21])=[N:17][CH:18]=3)=[CH:7][CH:8]=[N:9]2)=[CH:4][C:3]=1[O:36][CH3:37].CS(O[CH2:43][CH2:44][CH2:45][N:46]1[CH2:52][CH:51]([OH:53])[C:48]2([CH2:50][CH2:49]2)[CH2:47]1)(=O)=O.C([O-])([O-])=O.[Cs+].[Cs+], predict the reaction product. The product is: [OH:53][CH:51]1[C:48]2([CH2:50][CH2:49]2)[CH2:47][N:46]([CH2:45][CH2:44][CH2:43][O:1][C:2]2[CH:11]=[C:10]3[C:5]([C:6]([O:12][C:13]4[CH:14]=[CH:15][C:16]([NH:19][C:20]([C:22]5[C:23](=[O:35])[N:24]([C:29]6[CH:30]=[CH:31][CH:32]=[CH:33][CH:34]=6)[N:25]([CH3:28])[C:26]=5[CH3:27])=[O:21])=[N:17][CH:18]=4)=[CH:7][CH:8]=[N:9]3)=[CH:4][C:3]=2[O:36][CH3:37])[CH2:52]1. (2) Given the reactants [H-].[Na+].[Cl:3][C:4]1[CH:5]=[C:6]([CH:17]=[CH:18][C:19]=1[Cl:20])[O:7][C:8]1[CH:13]=[CH:12][C:11]([CH2:14][OH:15])=[CH:10][C:9]=1[F:16].Cl[C:22]1[CH:23]=[C:24]2[N:31]([C:32]([O:34][C:35]([CH3:38])([CH3:37])[CH3:36])=[O:33])[CH2:30][CH2:29][N:25]2[C:26](=[O:28])[N:27]=1, predict the reaction product. The product is: [Cl:3][C:4]1[CH:5]=[C:6]([CH:17]=[CH:18][C:19]=1[Cl:20])[O:7][C:8]1[CH:13]=[CH:12][C:11]([CH2:14][O:15][C:22]2[CH:23]=[C:24]3[N:31]([C:32]([O:34][C:35]([CH3:38])([CH3:37])[CH3:36])=[O:33])[CH2:30][CH2:29][N:25]3[C:26](=[O:28])[N:27]=2)=[CH:10][C:9]=1[F:16]. (3) Given the reactants [CH3:1][O:2][CH2:3][CH2:4][O:5][CH2:6][CH2:7][O:8][C:9]1[CH:10]=[C:11]2[C:16](=[CH:17][CH:18]=1)[C:15](=O)[NH:14][CH:13]=[CH:12]2.P(Cl)(Cl)[Cl:21], predict the reaction product. The product is: [Cl:21][C:15]1[C:16]2[C:11](=[CH:10][C:9]([O:8][CH2:7][CH2:6][O:5][CH2:4][CH2:3][O:2][CH3:1])=[CH:18][CH:17]=2)[CH:12]=[CH:13][N:14]=1. (4) Given the reactants [Cl:1][C:2]1[CH:7]=[CH:6][C:5]([C:8]([F:11])([F:10])[F:9])=[CH:4][C:3]=1[N:12]1[CH2:17][CH2:16][N:15](C(OC(C)(C)C)=O)[CH2:14][CH2:13]1.Cl.O1CCOCC1, predict the reaction product. The product is: [ClH:1].[Cl:1][C:2]1[CH:7]=[CH:6][C:5]([C:8]([F:9])([F:10])[F:11])=[CH:4][C:3]=1[N:12]1[CH2:17][CH2:16][NH:15][CH2:14][CH2:13]1. (5) Given the reactants C([SiH](CC)CC)C.[CH2:8]([O:15][C@@H:16]1[C@@H:22]([O:23][CH2:24][C:25]2[CH:30]=[CH:29][CH:28]=[CH:27][CH:26]=2)[C@H:21]([O:31][CH2:32][C:33]2[CH:38]=[CH:37][CH:36]=[CH:35][CH:34]=2)[C@@H:20]([CH2:39][O:40][CH2:41][C:42]2[CH:47]=[CH:46][CH:45]=[CH:44][CH:43]=2)[O:19][C:17]1([C:48]1[CH:53]=[C:52]([F:54])[CH:51]=[C:50]([CH2:55][O:56][Si:57]([C:70]([CH3:73])([CH3:72])[CH3:71])([C:64]2[CH:69]=[CH:68][CH:67]=[CH:66][CH:65]=2)[C:58]2[CH:63]=[CH:62][CH:61]=[CH:60][CH:59]=2)[CH:49]=1)O)[C:9]1[CH:14]=[CH:13][CH:12]=[CH:11][CH:10]=1.C(=O)(O)[O-].[Na+], predict the reaction product. The product is: [CH2:8]([O:15][C@@H:16]1[C@@H:22]([O:23][CH2:24][C:25]2[CH:26]=[CH:27][CH:28]=[CH:29][CH:30]=2)[C@H:21]([O:31][CH2:32][C:33]2[CH:38]=[CH:37][CH:36]=[CH:35][CH:34]=2)[C@@H:20]([CH2:39][O:40][CH2:41][C:42]2[CH:47]=[CH:46][CH:45]=[CH:44][CH:43]=2)[O:19][C@H:17]1[C:48]1[CH:53]=[C:52]([F:54])[CH:51]=[C:50]([CH2:55][O:56][Si:57]([C:70]([CH3:73])([CH3:72])[CH3:71])([C:64]2[CH:65]=[CH:66][CH:67]=[CH:68][CH:69]=2)[C:58]2[CH:59]=[CH:60][CH:61]=[CH:62][CH:63]=2)[CH:49]=1)[C:9]1[CH:14]=[CH:13][CH:12]=[CH:11][CH:10]=1. (6) Given the reactants [N:1]([O-])=O.[Na+].[Cl:5][C:6]1[CH:12]=[CH:11][C:9]([NH2:10])=[CH:8][CH:7]=1, predict the reaction product. The product is: [Cl-:5].[Cl:5][C:6]1[CH:12]=[CH:11][C:9]([N+:10]#[N:1])=[CH:8][CH:7]=1. (7) Given the reactants [Cl:1][C:2]1[C:7]([Cl:8])=[CH:6][CH:5]=[CH:4][C:3]=1[C:9]1([OH:21])[CH2:13][CH2:12][N:11](C(OC(C)(C)C)=O)[CH2:10]1.FC(F)(F)C(O)=O, predict the reaction product. The product is: [Cl:1][C:2]1[C:7]([Cl:8])=[CH:6][CH:5]=[CH:4][C:3]=1[C:9]1([OH:21])[CH2:13][CH2:12][NH:11][CH2:10]1.